Dataset: Reaction yield outcomes from USPTO patents with 853,638 reactions. Task: Predict the reaction yield, written as a fraction of the theoretical maximum amount of product (1.0 means a 100% yield; for example, 0.34 means a 34% yield). (1) The reactants are [C:1]([C:4]1[CH:11]=[CH:10][CH:9]=[CH:8][C:5]=1C#N)(=[O:3])[CH3:2].[BH4-].[Na+].[Cl-].[NH4+:15].[CH3:16]O. No catalyst specified. The product is [OH:3][CH:1]([C:4]1[CH:5]=[C:8]([CH:9]=[CH:10][CH:11]=1)[C:16]#[N:15])[CH3:2]. The yield is 0.937. (2) The reactants are Br[C:2]1[CH:7]=[CH:6][C:5]([Cl:8])=[CH:4][CH:3]=1.[NH2:9][CH2:10][CH:11]1[CH2:16][CH2:15][NH:14][CH2:13][CH2:12]1. No catalyst specified. The product is [Cl:8][C:5]1[CH:6]=[CH:7][C:2]([NH:9][CH2:10][CH:11]2[CH2:16][CH2:15][NH:14][CH2:13][CH2:12]2)=[CH:3][CH:4]=1. The yield is 0.620. (3) The reactants are [Cl:1][C:2]1[C:3]([CH3:19])=[C:4]([NH:10][C@H:11]([C:15]([OH:18])([CH3:17])[CH3:16])[C:12]([OH:14])=O)[CH:5]=[CH:6][C:7]=1[C:8]#[N:9].[F:20][C:21]1[CH:30]=[CH:29][C:24]([C:25]([NH:27][NH2:28])=[O:26])=[CH:23][CH:22]=1.C1C=CC2N(O)N=NC=2C=1.C(Cl)CCl.CCN(CC)CC. The catalyst is C1COCC1. The product is [Cl:1][C:2]1[C:3]([CH3:19])=[C:4]([NH:10][C@H:11]([C:15]([OH:18])([CH3:17])[CH3:16])[C:12]([NH:28][NH:27][C:25](=[O:26])[C:24]2[CH:23]=[CH:22][C:21]([F:20])=[CH:30][CH:29]=2)=[O:14])[CH:5]=[CH:6][C:7]=1[C:8]#[N:9]. The yield is 0.720. (4) The catalyst is C1COCC1. The yield is 0.840. The product is [F:18][C:16]1[CH:15]=[CH:14][C:11]([C:12]#[N:13])=[C:10]([CH2:9][O:5][CH2:4][CH2:3][O:2][CH3:1])[CH:17]=1. The reactants are [CH3:1][O:2][CH2:3][CH2:4][OH:5].[H-].[Na+].Br[CH2:9][C:10]1[CH:17]=[C:16]([F:18])[CH:15]=[CH:14][C:11]=1[C:12]#[N:13]. (5) The reactants are [Cl:1][C:2]1[CH:10]=[C:9](I)[C:5]2[O:6][CH2:7][O:8][C:4]=2[C:3]=1[NH2:12].[CH2:13]([O:16][CH2:17][CH:18]1[CH2:20][CH2:19]1)[C:14]#[CH:15].C(NC(C)C)(C)C. The catalyst is C(OCC)(=O)C.[Pd](Cl)Cl.C1(P(C2C=CC=CC=2)C2C=CC=CC=2)C=CC=CC=1.C1(P(C2C=CC=CC=2)C2C=CC=CC=2)C=CC=CC=1.[Cu]I. The product is [Cl:1][C:2]1[CH:10]=[C:9]([C:15]#[C:14][CH2:13][O:16][CH2:17][CH:18]2[CH2:20][CH2:19]2)[C:5]2[O:6][CH2:7][O:8][C:4]=2[C:3]=1[NH2:12]. The yield is 0.900. (6) The reactants are C1(C2C=CC=CC=2)C=CC=C(NC(=O)CCCCCNC(=O)CSCC(O)=O)C=1.[CH2:30]([O:37][CH2:38][C:39]([NH:41][CH2:42][CH2:43][CH2:44][CH2:45][CH2:46][C:47]([O:49]C)=[O:48])=[O:40])[C:31]1[CH:36]=[CH:35][CH:34]=[CH:33][CH:32]=1. No catalyst specified. The product is [CH2:30]([O:37][CH2:38][C:39]([NH:41][CH2:42][CH2:43][CH2:44][CH2:45][CH2:46][C:47]([OH:49])=[O:48])=[O:40])[C:31]1[CH:32]=[CH:33][CH:34]=[CH:35][CH:36]=1. The yield is 0.620. (7) The reactants are C([O:3][P:4]([CH2:9][O:10][C:11]1[CH:16]=[C:15]([Cl:17])[C:14]([C:18]2[N:22]=[C:21]([C:23]3[N:24]=[C:25]4[C:30]([Cl:31])=[CH:29][C:28]([C:32]([F:35])([F:34])[F:33])=[CH:27][N:26]4[CH:36]=3)[O:20][N:19]=2)=[CH:13][C:12]=1[Cl:37])(=[O:8])[O:5]CC)C.[Si](Br)(C)(C)C. The catalyst is C(Cl)Cl. The product is [Cl:37][C:12]1[CH:13]=[C:14]([C:18]2[N:22]=[C:21]([C:23]3[N:24]=[C:25]4[C:30]([Cl:31])=[CH:29][C:28]([C:32]([F:35])([F:34])[F:33])=[CH:27][N:26]4[CH:36]=3)[O:20][N:19]=2)[C:15]([Cl:17])=[CH:16][C:11]=1[O:10][CH2:9][P:4](=[O:3])([OH:8])[OH:5]. The yield is 0.0400.